The task is: Regression. Given two drug SMILES strings and cell line genomic features, predict the synergy score measuring deviation from expected non-interaction effect.. This data is from NCI-60 drug combinations with 297,098 pairs across 59 cell lines. (1) Drug 1: CC1OCC2C(O1)C(C(C(O2)OC3C4COC(=O)C4C(C5=CC6=C(C=C35)OCO6)C7=CC(=C(C(=C7)OC)O)OC)O)O. Drug 2: CC1=C(C(=CC=C1)Cl)NC(=O)C2=CN=C(S2)NC3=CC(=NC(=N3)C)N4CCN(CC4)CCO. Cell line: SF-268. Synergy scores: CSS=22.3, Synergy_ZIP=-8.06, Synergy_Bliss=1.21, Synergy_Loewe=-2.76, Synergy_HSA=-1.16. (2) Cell line: 786-0. Synergy scores: CSS=31.0, Synergy_ZIP=-1.55, Synergy_Bliss=-3.23, Synergy_Loewe=-2.23, Synergy_HSA=-2.01. Drug 2: CC1C(C(CC(O1)OC2CC(CC3=C2C(=C4C(=C3O)C(=O)C5=CC=CC=C5C4=O)O)(C(=O)C)O)N)O. Drug 1: CC1CC2CCC3C(=C)CC(O3)CCC45CC6C(O4)C7C(O6)C(O5)C8C(O7)CCC(O8)CC(=O)CC9C(CC(C1=C)O2)OC(C9OC)CC(CN)O.CS(=O)(=O)O. (3) Drug 1: CCC(=C(C1=CC=CC=C1)C2=CC=C(C=C2)OCCN(C)C)C3=CC=CC=C3.C(C(=O)O)C(CC(=O)O)(C(=O)O)O. Drug 2: C1CC(C1)(C(=O)O)C(=O)O.[NH2-].[NH2-].[Pt+2]. Cell line: MALME-3M. Synergy scores: CSS=17.1, Synergy_ZIP=2.36, Synergy_Bliss=5.52, Synergy_Loewe=5.46, Synergy_HSA=5.52. (4) Drug 1: CNC(=O)C1=NC=CC(=C1)OC2=CC=C(C=C2)NC(=O)NC3=CC(=C(C=C3)Cl)C(F)(F)F. Drug 2: C1=NNC2=C1C(=O)NC=N2. Cell line: TK-10. Synergy scores: CSS=-0.899, Synergy_ZIP=0.386, Synergy_Bliss=0.929, Synergy_Loewe=-1.84, Synergy_HSA=-0.932. (5) Drug 1: C1CCN(CC1)CCOC2=CC=C(C=C2)C(=O)C3=C(SC4=C3C=CC(=C4)O)C5=CC=C(C=C5)O. Drug 2: CCC1=CC2CC(C3=C(CN(C2)C1)C4=CC=CC=C4N3)(C5=C(C=C6C(=C5)C78CCN9C7C(C=CC9)(C(C(C8N6C)(C(=O)OC)O)OC(=O)C)CC)OC)C(=O)OC.C(C(C(=O)O)O)(C(=O)O)O. Cell line: K-562. Synergy scores: CSS=49.7, Synergy_ZIP=2.61, Synergy_Bliss=4.60, Synergy_Loewe=-11.6, Synergy_HSA=1.18.